This data is from Peptide-MHC class II binding affinity with 134,281 pairs from IEDB. The task is: Regression. Given a peptide amino acid sequence and an MHC pseudo amino acid sequence, predict their binding affinity value. This is MHC class II binding data. (1) The peptide sequence is LQIIDKIDAAFKVAA. The MHC is HLA-DPA10103-DPB10401 with pseudo-sequence HLA-DPA10103-DPB10401. The binding affinity (normalized) is 0.203. (2) The peptide sequence is EKKYFAALQFEPLAA. The MHC is HLA-DQA10101-DQB10501 with pseudo-sequence HLA-DQA10101-DQB10501. The binding affinity (normalized) is 0.421.